Dataset: Full USPTO retrosynthesis dataset with 1.9M reactions from patents (1976-2016). Task: Predict the reactants needed to synthesize the given product. Given the product [B:1].[B:1].[B:1].[B:1].[B:1].[B:1].[B:1].[B:1].[B:1].[B:1].[B:1].[B:1].[Zr:5], predict the reactants needed to synthesize it. The reactants are: [B:1](O)(O)O.[Zr:5].[Mg].